Dataset: Full USPTO retrosynthesis dataset with 1.9M reactions from patents (1976-2016). Task: Predict the reactants needed to synthesize the given product. (1) Given the product [C:1]1([C:7](=[N:14][C:15]2[N:20]3[CH:21]=[C:22]([CH:24]=[O:25])[N:23]=[C:19]3[CH:18]=[CH:17][CH:16]=2)[C:8]2[CH:13]=[CH:12][CH:11]=[CH:10][CH:9]=2)[CH:6]=[CH:5][CH:4]=[CH:3][CH:2]=1, predict the reactants needed to synthesize it. The reactants are: [C:1]1([C:7](=[N:14][C:15]2[N:20]3[CH:21]=[C:22]([CH2:24][OH:25])[N:23]=[C:19]3[CH:18]=[CH:17][CH:16]=2)[C:8]2[CH:13]=[CH:12][CH:11]=[CH:10][CH:9]=2)[CH:6]=[CH:5][CH:4]=[CH:3][CH:2]=1. (2) Given the product [CH:1]1([NH:4][C:5]([C:7]2[N:8]=[N:9][N:10]([C:38]3[CH:39]=[CH:40][C:41]([C:44]([NH:46][CH2:47][CH3:48])=[O:45])=[CH:42][CH:43]=3)[C:11]=2/[CH:12]=[CH:13]/[C:14]2[CH:15]=[N:16][NH:17][CH:18]=2)=[O:6])[CH2:2][CH2:3]1, predict the reactants needed to synthesize it. The reactants are: [CH:1]1([NH:4][C:5]([C:7]2[N:8]=[N:9][N:10]([C:38]3[CH:43]=[CH:42][C:41]([C:44]([NH:46][CH2:47][CH3:48])=[O:45])=[CH:40][CH:39]=3)[C:11]=2/[CH:12]=[CH:13]/[C:14]2[CH:15]=[N:16][N:17](C(C3C=CC=CC=3)(C3C=CC=CC=3)C3C=CC=CC=3)[CH:18]=2)=[O:6])[CH2:3][CH2:2]1. (3) Given the product [CH:1]([O:4][CH:7]([C:12]1[CH:17]=[CH:16][C:15]([C:18]2[CH:19]=[CH:20][C:21]([C:24]([F:25])([F:26])[F:27])=[CH:22][CH:23]=2)=[C:14]([C:28]2[CH:33]=[CH:32][C:31]([C:34]([F:35])([F:36])[F:37])=[CH:30][CH:29]=2)[CH:13]=1)[C:8]([OH:10])=[O:9])([CH3:3])[CH3:2], predict the reactants needed to synthesize it. The reactants are: [CH:1]([OH:4])([CH3:3])[CH3:2].[N+](=[C:7]([C:12]1[CH:17]=[CH:16][C:15]([C:18]2[CH:23]=[CH:22][C:21]([C:24]([F:27])([F:26])[F:25])=[CH:20][CH:19]=2)=[C:14]([C:28]2[CH:33]=[CH:32][C:31]([C:34]([F:37])([F:36])[F:35])=[CH:30][CH:29]=2)[CH:13]=1)[C:8]([O:10]C)=[O:9])=[N-].[OH-].[Na+]. (4) Given the product [C:36]([O:39][CH2:40][C:41]([NH:2][C:3]1[CH:4]=[CH:5][C:6]([F:28])=[C:7]([N:9]2[C:14]([CH3:15])=[CH:13][C:12]([O:16][CH2:17][C:18]3[CH:23]=[CH:22][C:21]([F:24])=[CH:20][C:19]=3[F:25])=[C:11]([Br:26])[C:10]2=[O:27])[CH:8]=1)=[O:42])(=[O:38])[CH3:37], predict the reactants needed to synthesize it. The reactants are: Cl.[NH2:2][C:3]1[CH:4]=[CH:5][C:6]([F:28])=[C:7]([N:9]2[C:14]([CH3:15])=[CH:13][C:12]([O:16][CH2:17][C:18]3[CH:23]=[CH:22][C:21]([F:24])=[CH:20][C:19]=3[F:25])=[C:11]([Br:26])[C:10]2=[O:27])[CH:8]=1.C(N(CC)CC)C.[C:36]([O:39][CH2:40][C:41](Cl)=[O:42])(=[O:38])[CH3:37].[Cl-].[NH4+]. (5) Given the product [I:11][C:8]1[CH:9]=[CH:10][C:5]([C:3](=[O:4])[CH2:2][N:16]2[CH:17]=[C:13]([CH3:12])[N:14]=[CH:15]2)=[CH:6][CH:7]=1, predict the reactants needed to synthesize it. The reactants are: Br[CH2:2][C:3]([C:5]1[CH:10]=[CH:9][C:8]([I:11])=[CH:7][CH:6]=1)=[O:4].[CH3:12][C:13]1[N:14]=[CH:15][NH:16][CH:17]=1. (6) Given the product [CH3:42]/[C:32](/[NH:31][CH:5]([CH2:6][C:7]1[C:12]2[S:13][CH:14]=[CH:15][C:11]=2[C:10]([O:16][CH2:17][CH2:18][C:19]2[N:20]=[C:21]([C:25]3[CH:26]=[CH:27][CH:28]=[CH:29][CH:30]=3)[O:22][C:23]=2[CH3:24])=[CH:9][CH:8]=1)[C:4]([OH:43])=[O:3])=[CH:33]/[C:34](=[O:41])[C:35]1[CH:40]=[CH:39][CH:38]=[CH:37][CH:36]=1, predict the reactants needed to synthesize it. The reactants are: C([O:3][C:4](=[O:43])[CH:5]([NH:31]/[C:32](/[CH3:42])=[CH:33]\[C:34](=[O:41])[C:35]1[CH:40]=[CH:39][CH:38]=[CH:37][CH:36]=1)[CH2:6][C:7]1[C:12]2[S:13][CH:14]=[CH:15][C:11]=2[C:10]([O:16][CH2:17][CH2:18][C:19]2[N:20]=[C:21]([C:25]3[CH:30]=[CH:29][CH:28]=[CH:27][CH:26]=3)[O:22][C:23]=2[CH3:24])=[CH:9][CH:8]=1)C.[OH-].[Na+].Cl. (7) Given the product [Cl:20][C:4]1[CH:5]=[C:6]([CH:18]=[CH:19][C:3]=1[C:1](=[N:21][OH:22])[NH2:2])[CH2:7][N:8]([CH3:17])[CH2:9][C:10]([O:12][C:13]([CH3:15])([CH3:14])[CH3:16])=[O:11], predict the reactants needed to synthesize it. The reactants are: [C:1]([C:3]1[CH:19]=[CH:18][C:6]([CH2:7][N:8]([CH3:17])[CH2:9][C:10]([O:12][C:13]([CH3:16])([CH3:15])[CH3:14])=[O:11])=[CH:5][C:4]=1[Cl:20])#[N:2].[NH2:21][OH:22].